This data is from Forward reaction prediction with 1.9M reactions from USPTO patents (1976-2016). The task is: Predict the product of the given reaction. (1) The product is: [CH3:26][C:23]1[C:22]([NH:27][C:28]([O:30][C@H:31]([C:33]2[CH:34]=[CH:35][CH:36]=[CH:37][CH:38]=2)[CH3:32])=[O:29])=[C:21]([C:18]2[CH:19]=[CH:20][C:15]([C:12]3[CH:11]=[CH:10][C:9]([C:6]4([C:4]([OH:5])=[O:3])[CH2:8][CH2:7]4)=[CH:14][CH:13]=3)=[CH:16][CH:17]=2)[O:25][N:24]=1. Given the reactants C([O:3][C:4]([C:6]1([C:9]2[CH:14]=[CH:13][C:12]([C:15]3[CH:20]=[CH:19][C:18]([C:21]4[O:25][N:24]=[C:23]([CH3:26])[C:22]=4[NH:27][C:28]([O:30][C@H:31]([C:33]4[CH:38]=[CH:37][CH:36]=[CH:35][CH:34]=4)[CH3:32])=[O:29])=[CH:17][CH:16]=3)=[CH:11][CH:10]=2)[CH2:8][CH2:7]1)=[O:5])C.CO.[OH-].[Li+].Cl, predict the reaction product. (2) Given the reactants [CH2:1]([C:3]1([O:35][C:36](=[O:45])[O:37][CH2:38][C:39]2[CH:44]=[CH:43][CH:42]=[CH:41][CH:40]=2)[C:8]2[CH:9]=[C:10]3[N:18]([C:19](=[O:20])[C:7]=2[CH2:6][O:5][C:4]1=[O:34])[CH2:17][C:16]1[C:15]([CH2:21][CH2:22][Si:23]([CH2:26][CH2:27][CH2:28][OH:29])([CH3:25])[CH3:24])=[C:14]2[CH:30]=[CH:31][CH:32]=[CH:33][C:13]2=[N:12][C:11]3=1)[CH3:2].[O:46]1[CH:50]=[CH:49][CH:48]=[C:47]1[C:51](Cl)=[O:52], predict the reaction product. The product is: [CH2:38]([O:37][C:36]([O:35][C:3]1([CH2:1][CH3:2])[C:8]2[CH:9]=[C:10]3[N:18]([C:19](=[O:20])[C:7]=2[CH2:6][O:5][C:4]1=[O:34])[CH2:17][C:16]1[C:15]([CH2:21][CH2:22][Si:23]([CH3:25])([CH3:24])[CH2:26][CH2:27][CH2:28][O:29][C:51]([C:47]2[O:46][CH:50]=[CH:49][CH:48]=2)=[O:52])=[C:14]2[CH:30]=[CH:31][CH:32]=[CH:33][C:13]2=[N:12][C:11]3=1)=[O:45])[C:39]1[CH:40]=[CH:41][CH:42]=[CH:43][CH:44]=1. (3) Given the reactants [NH2:1][C:2]1[C:6]([C:7]([NH:9][C:10]2[CH:11]=[N:12][CH:13]=[CH:14][C:15]=2[O:16][CH3:17])=[O:8])=[C:5]([NH2:18])[NH:4][N:3]=1.C([O-])([O-])=O.[Cs+].[Cs+].[C:25](OC)(=[O:28])[C:26]#[CH:27], predict the reaction product. The product is: [NH2:18][C:5]1[C:6]([C:7]([NH:9][C:10]2[CH:11]=[N:12][CH:13]=[CH:14][C:15]=2[O:16][CH3:17])=[O:8])=[C:2]2[NH:1][C:25](=[O:28])[CH:26]=[CH:27][N:3]2[N:4]=1. (4) Given the reactants C[O:2][C:3](=[O:37])[C:4]1[CH:9]=[CH:8][C:7]([C:10]#[C:11][C:12]2[CH:17]=[CH:16][C:15]([O:18][CH2:19][C:20]3[N:21]([C:28]4[C:33]([Cl:34])=[CH:32][CH:31]=[CH:30][C:29]=4[Cl:35])[N:22]=[N:23][C:24]=3[CH:25]([CH3:27])[CH3:26])=[CH:14][C:13]=2[CH3:36])=[CH:6][CH:5]=1.[OH-].[Li+], predict the reaction product. The product is: [Cl:35][C:29]1[CH:30]=[CH:31][CH:32]=[C:33]([Cl:34])[C:28]=1[N:21]1[C:20]([CH2:19][O:18][C:15]2[CH:16]=[CH:17][C:12]([C:11]#[C:10][C:7]3[CH:6]=[CH:5][C:4]([C:3]([OH:37])=[O:2])=[CH:9][CH:8]=3)=[C:13]([CH3:36])[CH:14]=2)=[C:24]([CH:25]([CH3:27])[CH3:26])[N:23]=[N:22]1. (5) Given the reactants CO[C:3](=[O:22])[CH:4]([C:12]1[CH:17]=[CH:16][C:15]([S:18]([CH3:21])(=[O:20])=[O:19])=[CH:14][CH:13]=1)[CH2:5][CH:6]1[CH2:11][CH2:10][CH2:9][CH2:8][O:7]1.[CH3:23][NH:24][C:25]([NH2:27])=[O:26].C[O-].[Mg+2].C[O-], predict the reaction product. The product is: [CH3:21][S:18]([C:15]1[CH:14]=[CH:13][C:12]([CH:4]([CH2:5][CH:6]2[CH2:11][CH2:10][CH2:9][CH2:8][O:7]2)[C:3]([NH:27][C:25]([NH:24][CH3:23])=[O:26])=[O:22])=[CH:17][CH:16]=1)(=[O:19])=[O:20]. (6) The product is: [Si:1]([O:8][C@@H:9]([C@@H:35]([CH3:82])/[CH:36]=[CH:37]\[C@@H:38]([O:74][Si:75]([C:78]([CH3:81])([CH3:80])[CH3:79])([CH3:77])[CH3:76])[CH2:39][C@H:40]([O:66][Si:67]([C:70]([CH3:73])([CH3:72])[CH3:71])([CH3:68])[CH3:69])[C@H:41]([CH3:65])/[CH:42]=[CH:43]/[CH2:44][O:45][C:46]([C:47]1[CH:52]=[CH:51][CH:50]=[CH:49][CH:48]=1)([C:59]1[CH:64]=[CH:63][CH:62]=[CH:61][CH:60]=1)[C:53]1[CH:54]=[CH:55][CH:56]=[CH:57][CH:58]=1)[C@@H:10]([CH3:34])[CH2:11][CH2:12][CH2:13][CH2:14][C:15](=[O:33])[C@@H:16]([C@@H:18]1[C@@H:23]([CH3:24])[CH2:22][O:21][CH:20]([C:25]2[CH:30]=[CH:29][C:28]([O:31][CH3:32])=[CH:27][CH:26]=2)[O:19]1)[CH3:17])([C:4]([CH3:5])([CH3:6])[CH3:7])([CH3:2])[CH3:3]. Given the reactants [Si:1]([O:8][C@@H:9]([C@@H:35]([CH3:82])/[CH:36]=[CH:37]\[C@@H:38]([O:74][Si:75]([C:78]([CH3:81])([CH3:80])[CH3:79])([CH3:77])[CH3:76])[CH2:39][C@H:40]([O:66][Si:67]([C:70]([CH3:73])([CH3:72])[CH3:71])([CH3:69])[CH3:68])[C@H:41]([CH3:65])/[CH:42]=[CH:43]/[CH2:44][O:45][C:46]([C:59]1[CH:64]=[CH:63][CH:62]=[CH:61][CH:60]=1)([C:53]1[CH:58]=[CH:57][CH:56]=[CH:55][CH:54]=1)[C:47]1[CH:52]=[CH:51][CH:50]=[CH:49][CH:48]=1)[C@@H:10]([CH3:34])[CH2:11][CH2:12]/[CH:13]=[CH:14]/[C:15](=[O:33])[C@@H:16]([C@@H:18]1[C@@H:23]([CH3:24])[CH2:22][O:21][CH:20]([C:25]2[CH:30]=[CH:29][C:28]([O:31][CH3:32])=[CH:27][CH:26]=2)[O:19]1)[CH3:17])([C:4]([CH3:7])([CH3:6])[CH3:5])([CH3:3])[CH3:2].[BH4-].[Na+], predict the reaction product.